Predict the product of the given reaction. From a dataset of Forward reaction prediction with 1.9M reactions from USPTO patents (1976-2016). (1) Given the reactants [F:1][C:2]1[CH:7]=[CH:6][C:5]([C:8]2[C:12]3[N:13]=[C:14]([S:17][CH3:18])[N:15]=[CH:16][C:11]=3[S:10][C:9]=2[C:19]([NH2:21])=[O:20])=[CH:4][CH:3]=1.B1([O-])OO1.[OH2:26].[OH2:27].O.O.[Na+].S([O-])([O-])(=O)=S.[Na+].[Na+].C(=O)([O-])[O-].[K+].[K+], predict the reaction product. The product is: [F:1][C:2]1[CH:7]=[CH:6][C:5]([C:8]2[C:12]3[N:13]=[C:14]([S:17]([CH3:18])(=[O:27])=[O:26])[N:15]=[CH:16][C:11]=3[S:10][C:9]=2[C:19]([NH2:21])=[O:20])=[CH:4][CH:3]=1. (2) Given the reactants [C:1]([NH2:5])(=[O:4])[C:2]#[CH:3].[F:6][C:7]1[CH:12]=[CH:11][C:10]([C:13]([F:16])([F:15])[F:14])=[CH:9][C:8]=1[NH:17][C:18]([NH:20][C:21]1[CH:26]=[CH:25][C:24](I)=[CH:23][CH:22]=1)=[O:19].C(N(CC)CC)C, predict the reaction product. The product is: [F:6][C:7]1[CH:12]=[CH:11][C:10]([C:13]([F:16])([F:15])[F:14])=[CH:9][C:8]=1[NH:17][C:18]([NH:20][C:21]1[CH:26]=[CH:25][C:24]([C:3]#[C:2][C:1]([NH2:5])=[O:4])=[CH:23][CH:22]=1)=[O:19]. (3) Given the reactants [NH2:1][CH2:2][C@H:3]1[CH2:7][CH2:6][N:5]([C:8]([O:10][C:11]([CH3:14])([CH3:13])[CH3:12])=[O:9])[CH2:4]1.[Cl:15][C:16]1[CH:17]=[C:18]2[C:22](=[CH:23][CH:24]=1)[NH:21][C:20]([C:25](O)=[O:26])=[CH:19]2, predict the reaction product. The product is: [C:11]([O:10][C:8]([N:5]1[CH2:6][CH2:7][C@H:3]([CH2:2][NH:1][C:25]([C:20]2[NH:21][C:22]3[C:18]([CH:19]=2)=[CH:17][C:16]([Cl:15])=[CH:24][CH:23]=3)=[O:26])[CH2:4]1)=[O:9])([CH3:14])([CH3:13])[CH3:12]. (4) Given the reactants [CH3:1][C:2]([C:7]1[NH:8][C:9]2[C:14]([CH:15]=1)=[CH:13][C:12]([N+:16]([O-:18])=[O:17])=[CH:11][CH:10]=2)([CH3:6])[C:3]([NH2:5])=O.Cl, predict the reaction product. The product is: [CH3:6][C:2]([C:7]1[NH:8][C:9]2[C:14]([CH:15]=1)=[CH:13][C:12]([N+:16]([O-:18])=[O:17])=[CH:11][CH:10]=2)([CH3:1])[CH2:3][NH2:5]. (5) Given the reactants [F:1][C@H:2]1[C@H:7]([CH2:8][O:9][C:10]2[C:11]([NH2:16])=[N:12][CH:13]=[N:14][CH:15]=2)[CH2:6][CH2:5][NH:4][CH2:3]1.[C:17]12([NH:22][C:23]([C:25]3[CH:30]=[C:29](Cl)[N:28]=[C:27]([O:32][CH2:33][C@H:34]4[CH2:36][C@H:35]4[C:37]#[N:38])[N:26]=3)=[O:24])[CH2:21][CH:19]([CH2:20]1)[CH2:18]2.C(Cl)Cl.CO, predict the reaction product. The product is: [NH2:16][C:11]1[C:10]([O:9][CH2:8][C@@H:7]2[CH2:6][CH2:5][N:4]([C:29]3[N:28]=[C:27]([O:32][CH2:33][C@H:34]4[CH2:36][C@H:35]4[C:37]#[N:38])[N:26]=[C:25]([C:23]([NH:22][C:17]45[CH2:21][CH:19]([CH2:18]4)[CH2:20]5)=[O:24])[CH:30]=3)[CH2:3][C@H:2]2[F:1])=[CH:15][N:14]=[CH:13][N:12]=1.